Dataset: Peptide-MHC class I binding affinity with 185,985 pairs from IEDB/IMGT. Task: Regression. Given a peptide amino acid sequence and an MHC pseudo amino acid sequence, predict their binding affinity value. This is MHC class I binding data. (1) The peptide sequence is APRARTAAF. The MHC is HLA-B27:05 with pseudo-sequence HLA-B27:05. The binding affinity (normalized) is 0.0847. (2) The binding affinity (normalized) is 0.847. The peptide sequence is GEARKTFVDL. The MHC is HLA-B40:01 with pseudo-sequence HLA-B40:01.